Dataset: NCI-60 drug combinations with 297,098 pairs across 59 cell lines. Task: Regression. Given two drug SMILES strings and cell line genomic features, predict the synergy score measuring deviation from expected non-interaction effect. (1) Drug 2: CC12CCC3C(C1CCC2OP(=O)(O)O)CCC4=C3C=CC(=C4)OC(=O)N(CCCl)CCCl.[Na+]. Drug 1: C1=NNC2=C1C(=O)NC=N2. Synergy scores: CSS=6.62, Synergy_ZIP=0.783, Synergy_Bliss=7.43, Synergy_Loewe=5.15, Synergy_HSA=3.28. Cell line: NCIH23. (2) Drug 1: C1CCC(C1)C(CC#N)N2C=C(C=N2)C3=C4C=CNC4=NC=N3. Drug 2: CCC(=C(C1=CC=CC=C1)C2=CC=C(C=C2)OCCN(C)C)C3=CC=CC=C3.C(C(=O)O)C(CC(=O)O)(C(=O)O)O. Cell line: 786-0. Synergy scores: CSS=3.48, Synergy_ZIP=-2.60, Synergy_Bliss=-1.21, Synergy_Loewe=-0.787, Synergy_HSA=-0.215. (3) Drug 1: C1=CC(=C(C=C1I)F)NC2=C(C=CC(=C2F)F)C(=O)NOCC(CO)O. Drug 2: CC1=C(C(=CC=C1)Cl)NC(=O)C2=CN=C(S2)NC3=CC(=NC(=N3)C)N4CCN(CC4)CCO. Cell line: HT29. Synergy scores: CSS=81.3, Synergy_ZIP=5.31, Synergy_Bliss=4.95, Synergy_Loewe=10.2, Synergy_HSA=16.7. (4) Cell line: KM12. Drug 2: COC1=C2C(=CC3=C1OC=C3)C=CC(=O)O2. Drug 1: CC(CN1CC(=O)NC(=O)C1)N2CC(=O)NC(=O)C2. Synergy scores: CSS=26.6, Synergy_ZIP=12.1, Synergy_Bliss=17.0, Synergy_Loewe=3.32, Synergy_HSA=4.36.